Dataset: Reaction yield outcomes from USPTO patents with 853,638 reactions. Task: Predict the reaction yield, written as a fraction of the theoretical maximum amount of product (1.0 means a 100% yield; for example, 0.34 means a 34% yield). The product is [Br:1][C:2]1[CH:3]=[CH:4][C:5]2[O:9][C:8]([S:10][CH3:12])=[N:7][C:6]=2[CH:11]=1. The catalyst is CN(C=O)C.O. The yield is 0.960. The reactants are [Br:1][C:2]1[CH:3]=[CH:4][C:5]2[O:9][C:8](=[S:10])[NH:7][C:6]=2[CH:11]=1.[C:12](=O)([O-])[O-].[K+].[K+].IC.